This data is from Forward reaction prediction with 1.9M reactions from USPTO patents (1976-2016). The task is: Predict the product of the given reaction. (1) Given the reactants [F:1][C:2]1[CH:7]=[C:6]([F:8])[CH:5]=[CH:4][C:3]=1[OH:9].[H-].[Na+].CS([C:16]1[N:21]=[C:20]2[N:22]([CH2:25][O:26][CH2:27][CH2:28][Si:29]([CH3:32])([CH3:31])[CH3:30])[N:23]=[CH:24][C:19]2=[C:18]([NH:33][CH2:34][C@H:35]([OH:37])[CH3:36])[N:17]=1)(=O)=O, predict the reaction product. The product is: [F:1][C:2]1[CH:7]=[C:6]([F:8])[CH:5]=[CH:4][C:3]=1[O:9][C:16]1[N:21]=[C:20]2[N:22]([CH2:25][O:26][CH2:27][CH2:28][Si:29]([CH3:32])([CH3:30])[CH3:31])[N:23]=[CH:24][C:19]2=[C:18]([NH:33][CH2:34][C@H:35]([OH:37])[CH3:36])[N:17]=1. (2) Given the reactants [N+:1]([C:4]1[CH:11]=[CH:10][C:7]([CH:8]=O)=[CH:6][CH:5]=1)([O-:3])=[O:2].CO.Cl.[NH2:15][OH:16].C(=O)([O-])[O-].[Na+].[Na+], predict the reaction product. The product is: [N+:1]([C:4]1[CH:11]=[CH:10][C:7]([CH:8]=[N:15][OH:16])=[CH:6][CH:5]=1)([O-:3])=[O:2]. (3) The product is: [CH2:17]([N:8]1[C:4]2=[N:5][CH:6]=[CH:7][C:2]([Br:1])=[C:3]2[CH:10]=[CH:9]1)[C:18]1[CH:23]=[CH:22][CH:21]=[CH:20][CH:19]=1. Given the reactants [Br:1][C:2]1[CH:7]=[CH:6][N:5]=[C:4]2[NH:8][CH:9]=[CH:10][C:3]=12.CC(C)([O-])C.[K+].[CH2:17](Br)[C:18]1[CH:23]=[CH:22][CH:21]=[CH:20][CH:19]=1.Cl, predict the reaction product. (4) Given the reactants [Cl:1][C:2]1[N:3]([C:12]2[C:13](=[O:24])[N:14]([CH3:23])[N:15]=[C:16]([CH:20]([OH:22])[CH3:21])[C:17]=2[O:18][CH3:19])[C:4]2[C:9]([C:10]=1[Cl:11])=[CH:8][CH:7]=[CH:6][CH:5]=2.[H-].[Na+].[CH3:27]I.[CH3:29]N([CH:32]=[O:33])C, predict the reaction product. The product is: [CH3:12][CH2:17][O:18][C:32]([CH3:27])=[O:33].[CH3:6][CH2:5][CH2:4][CH:9]([CH3:10])[CH3:8].[Cl:1][C:2]1[N:3]([C:12]2[C:13](=[O:24])[N:14]([CH3:23])[N:15]=[C:16]([CH:20]([O:22][CH3:29])[CH3:21])[C:17]=2[O:18][CH3:19])[C:4]2[C:9]([C:10]=1[Cl:11])=[CH:8][CH:7]=[CH:6][CH:5]=2. (5) The product is: [C:46]([O:50][C:51](=[O:58])[NH:52][CH2:53][C:54]([NH:56][NH:57][C:8]([C:7]1[CH:11]=[C:3]([CH2:1][CH3:2])[C:4](=[O:13])[NH:5][C:6]=1[CH3:12])=[O:10])=[O:55])([CH3:49])([CH3:47])[CH3:48]. Given the reactants [CH2:1]([C:3]1[C:4]([O:13]C)=[N:5][C:6]([CH3:12])=[C:7]([CH:11]=1)[C:8]([OH:10])=O)[CH3:2].F[B-](F)(F)F.O=C1C=CC=CN1OC(N(C)C)=[N+](C)C.O.OC1C2N=NNC=2C=CC=1.[C:46]([O:50][C:51](=[O:58])[NH:52][CH2:53][C:54]([NH:56][NH2:57])=[O:55])([CH3:49])([CH3:48])[CH3:47].C(N(C(C)C)C(C)C)C, predict the reaction product.